Predict the reactants needed to synthesize the given product. From a dataset of Full USPTO retrosynthesis dataset with 1.9M reactions from patents (1976-2016). (1) Given the product [CH3:46][O:47][C:44](=[O:45])[C:18]1[CH:19]=[CH:20][C:15]([NH:14][S:11]([C:8]2[CH:7]=[CH:6][C:5]([C:1]([CH3:3])([CH3:2])[CH3:4])=[CH:10][CH:9]=2)(=[O:12])=[O:13])=[C:16]([C:23]2[N:27]([CH3:28])[C:26]([CH2:29][CH3:30])=[N:25][N:24]=2)[CH:17]=1, predict the reactants needed to synthesize it. The reactants are: [C:1]([C:5]1[CH:10]=[CH:9][C:8]([S:11]([NH:14][C:15]2[CH:20]=[C:19](F)[C:18](Cl)=[CH:17][C:16]=2[C:23]2[N:27]([CH3:28])[C:26]([CH2:29][CH3:30])=[N:25][N:24]=2)(=[O:13])=[O:12])=[CH:7][CH:6]=1)([CH3:4])([CH3:3])[CH3:2].C(Cl)Cl.C(N(CC)CC)C.CN([CH:44]=[O:45])C.[CH3:46][OH:47]. (2) Given the product [O:1]=[C:2]1[N:7]([CH2:8][C:9]2[CH:14]=[CH:13][CH:12]=[CH:11][CH:10]=2)[C:6]([C:15]2[CH:16]=[CH:17][CH:18]=[CH:19][CH:20]=2)=[N:5][CH:4]=[C:3]1[C:21]([O:23][C:30]1[CH2:35][CH2:34][CH2:33][C:32](=[O:36])[CH:31]=1)=[O:22], predict the reactants needed to synthesize it. The reactants are: [O:1]=[C:2]1[N:7]([CH2:8][C:9]2[CH:14]=[CH:13][CH:12]=[CH:11][CH:10]=2)[C:6]([C:15]2[CH:20]=[CH:19][CH:18]=[CH:17][CH:16]=2)=[N:5][CH:4]=[C:3]1[C:21]([OH:23])=[O:22].C(Cl)(=O)C(Cl)=O.[C:30]1(=O)[CH2:35][CH2:34][CH2:33][C:32](=[O:36])[CH2:31]1.C(N(CC)CC)C.[Cl-].[NH4+]. (3) Given the product [NH2:26][C:18]1[C:17]([N+:21]([O-:23])=[O:22])=[CH:16][C:3]([C:4]([NH:6][C:7]2[CH:15]=[C:14]3[C:10]([CH:11]=[N:12][NH:13]3)=[CH:9][CH:8]=2)=[O:5])=[C:2]([N:54]2[CH2:53][CH:52]([CH3:56])[NH:51][CH:50]([CH3:49])[CH2:55]2)[CH:19]=1, predict the reactants needed to synthesize it. The reactants are: Cl[C:2]1[CH:19]=[C:18](F)[C:17]([N+:21]([O-:23])=[O:22])=[CH:16][C:3]=1[C:4]([NH:6][C:7]1[CH:15]=[C:14]2[C:10]([CH:11]=[N:12][NH:13]2)=[CH:9][CH:8]=1)=[O:5].[NH4+].[OH-].[NH2:26]C1C=C(F)C([N+]([O-])=O)=CC=1C(NC1C=C2C(C=NN2)=CC=1)=O.[CH3:49][CH:50]1[CH2:55][NH:54][CH2:53][CH:52]([CH3:56])[NH:51]1. (4) Given the product [C:1]([O:5][C:6]([N:8]1[CH2:13][C:12]([NH:14][C:31]([O:30][C:27]([CH3:29])([CH3:28])[CH3:26])=[O:32])=[N:11][C:10]([C:18]2[CH:23]=[C:22]([Br:24])[CH:21]=[CH:20][C:19]=2[F:25])([CH:15]([F:17])[F:16])[CH2:9]1)=[O:7])([CH3:4])([CH3:2])[CH3:3], predict the reactants needed to synthesize it. The reactants are: [C:1]([O:5][C:6]([N:8]1[CH2:13][C:12]([NH2:14])=[N:11][C:10]([C:18]2[CH:23]=[C:22]([Br:24])[CH:21]=[CH:20][C:19]=2[F:25])([CH:15]([F:17])[F:16])[CH2:9]1)=[O:7])([CH3:4])([CH3:3])[CH3:2].[CH3:26][C:27]([O:30][C:31](O[C:31]([O:30][C:27]([CH3:29])([CH3:28])[CH3:26])=[O:32])=[O:32])([CH3:29])[CH3:28].CCN(C(C)C)C(C)C. (5) Given the product [C:20]([O:24][C:25]([N:27]1[CH2:31][CH2:30][CH2:29][C@@H:28]1[CH2:32][O:19][C:16]1[CH:15]=[CH:14][C:13]([CH2:12][C:4]2[S:3][C:7]3[CH:8]=[CH:9][CH:10]=[CH:11][C:6]=3[N:5]=2)=[CH:18][CH:17]=1)=[O:26])([CH3:23])([CH3:21])[CH3:22], predict the reactants needed to synthesize it. The reactants are: [H-].[Na+].[S:3]1[C:7]2[CH:8]=[CH:9][CH:10]=[CH:11][C:6]=2[N:5]=[C:4]1[CH2:12][C:13]1[CH:18]=[CH:17][C:16]([OH:19])=[CH:15][CH:14]=1.[C:20]([O:24][C:25]([N:27]1[CH2:31][CH2:30][CH2:29][C@@H:28]1[CH2:32]OS(C1C=CC(C)=CC=1)(=O)=O)=[O:26])([CH3:23])([CH3:22])[CH3:21].